Task: Predict the reactants needed to synthesize the given product.. Dataset: Full USPTO retrosynthesis dataset with 1.9M reactions from patents (1976-2016) (1) The reactants are: [F:1][C:2]([F:36])([F:35])[C:3]1[CH:30]=[C:29]([C:31]([F:34])([F:33])[F:32])[CH:28]=[CH:27][C:4]=1[CH2:5][N:6]1[C:14]2[C:9](=[CH:10][C:11](/[CH:15]=[C:16]3/[C:17](=[O:26])[N:18]([CH2:22][C:23](O)=[O:24])[C:19](=[O:21])[S:20]/3)=[CH:12][CH:13]=2)[CH:8]=[N:7]1.[S:37]([NH2:41])([NH2:40])(=[O:39])=[O:38]. Given the product [F:35][C:2]([F:36])([F:1])[C:3]1[CH:30]=[C:29]([C:31]([F:32])([F:33])[F:34])[CH:28]=[CH:27][C:4]=1[CH2:5][N:6]1[C:14]2[C:9](=[CH:10][C:11](/[CH:15]=[C:16]3/[C:17](=[O:26])[N:18]([CH2:22][C:23]([NH:40][S:37](=[O:39])(=[O:38])[NH2:41])=[O:24])[C:19](=[O:21])[S:20]/3)=[CH:12][CH:13]=2)[CH:8]=[N:7]1, predict the reactants needed to synthesize it. (2) The reactants are: [F:1][C:2]([F:24])([F:23])[C:3]1[CH:8]=[CH:7][C:6]([C:9]2[NH:10][C:11]([CH3:22])=[C:12]([CH2:14][N:15]3[CH2:20][CH2:19][C:18](=O)[CH2:17][CH2:16]3)[N:13]=2)=[CH:5][CH:4]=1.[CH2:25]([NH2:32])[C:26]1[CH:31]=[CH:30][CH:29]=[CH:28][CH:27]=1.C(O[BH-](OC(=O)C)OC(=O)C)(=O)C.[Na+].C(O)(=O)C. Given the product [CH2:25]([NH:32][CH:18]1[CH2:19][CH2:20][N:15]([CH2:14][C:12]2[N:13]=[C:9]([C:6]3[CH:7]=[CH:8][C:3]([C:2]([F:24])([F:23])[F:1])=[CH:4][CH:5]=3)[NH:10][C:11]=2[CH3:22])[CH2:16][CH2:17]1)[C:26]1[CH:31]=[CH:30][CH:29]=[CH:28][CH:27]=1, predict the reactants needed to synthesize it.